Dataset: Full USPTO retrosynthesis dataset with 1.9M reactions from patents (1976-2016). Task: Predict the reactants needed to synthesize the given product. (1) The reactants are: [Cl:1][C:2]1[CH:26]=[CH:25][C:24]([Cl:27])=[CH:23][C:3]=1[O:4][C:5]1[C:10]([C:11]([NH:13][C:14]2[C:15]([N:20]([CH3:22])[CH3:21])=[N:16][CH:17]=[CH:18][CH:19]=2)=[O:12])=[CH:9][N:8]=[CH:7][CH:6]=1.[CH3:28]CCCCCC.C(OCC)(=O)C. Given the product [Cl:1][C:2]1[CH:26]=[CH:25][C:24]([Cl:27])=[CH:23][C:3]=1[O:4][C:5]1[C:10]([C:11]([N:13]([C:14]2[C:15]([N:20]([CH3:22])[CH3:21])=[N:16][CH:17]=[CH:18][CH:19]=2)[CH3:28])=[O:12])=[CH:9][N:8]=[CH:7][CH:6]=1, predict the reactants needed to synthesize it. (2) Given the product [Br:1][C:2]1[CH:3]=[CH:4][C:5]2[N:6]([CH:8]=[C:9]([C:11]3[CH:16]=[CH:15][C:14]([O:17][CH2:25][CH2:26][CH2:27][OH:28])=[CH:13][CH:12]=3)[N:10]=2)[CH:7]=1, predict the reactants needed to synthesize it. The reactants are: [Br:1][C:2]1[CH:3]=[CH:4][C:5]2[N:6]([CH:8]=[C:9]([C:11]3[CH:16]=[CH:15][C:14]([OH:17])=[CH:13][CH:12]=3)[N:10]=2)[CH:7]=1.C(=O)([O-])[O-].[K+].[K+].Br[CH2:25][CH2:26][CH2:27][OH:28]. (3) Given the product [Si:6]([O:15][C:14]1[CH:16]=[C:17]([OH:18])[CH:19]=[CH:20][CH:21]=1)([C:9]([CH3:12])([CH3:11])[CH3:10])([CH3:8])[CH3:7], predict the reactants needed to synthesize it. The reactants are: N1C=CN=C1.[Si:6](Cl)([C:9]([CH3:12])([CH3:11])[CH3:10])([CH3:8])[CH3:7].[C:14]1([CH:21]=[CH:20][CH:19]=[C:17]([OH:18])[CH:16]=1)[OH:15]. (4) Given the product [Cl:23][CH:21]([O:20][C:18](=[O:19])[O:14][CH2:13][C:12]1[CH:11]=[CH:10][C:9]([O:8][CH2:1][C:2]2[CH:3]=[CH:4][CH:5]=[CH:6][CH:7]=2)=[CH:16][CH:15]=1)[CH3:22], predict the reactants needed to synthesize it. The reactants are: [CH2:1]([O:8][C:9]1[CH:16]=[CH:15][C:12]([CH2:13][OH:14])=[CH:11][CH:10]=1)[C:2]1[CH:7]=[CH:6][CH:5]=[CH:4][CH:3]=1.Cl[C:18]([O:20][CH:21]([Cl:23])[CH3:22])=[O:19].N1C=CC=CC=1. (5) Given the product [C:7]1([N:13]([C:22]2[CH:27]=[CH:26][CH:25]=[CH:24][CH:23]=2)[C:14]2[CH:21]=[CH:20][C:17]([CH:18]=[CH2:1])=[CH:16][CH:15]=2)[CH:12]=[CH:11][CH:10]=[CH:9][CH:8]=1, predict the reactants needed to synthesize it. The reactants are: [CH3:1]C(C)([O-])C.[K+].[C:7]1([N:13]([C:22]2[CH:27]=[CH:26][CH:25]=[CH:24][CH:23]=2)[C:14]2[CH:21]=[CH:20][C:17]([CH:18]=O)=[CH:16][CH:15]=2)[CH:12]=[CH:11][CH:10]=[CH:9][CH:8]=1. (6) Given the product [OH:16][C:13]1([C:2]2[CH:9]=[CH:8][C:5]([C:6]#[N:7])=[CH:4][CH:3]=2)[CH2:14][CH2:15][O:10][CH2:11][CH2:12]1, predict the reactants needed to synthesize it. The reactants are: I[C:2]1[CH:9]=[CH:8][C:5]([C:6]#[N:7])=[CH:4][CH:3]=1.[O:10]1[CH2:15][CH2:14][C:13](=[O:16])[CH2:12][CH2:11]1. (7) The reactants are: [CH3:1][O:2][CH:3]([C:7]1[CH:16]=[CH:15][C:14]2[C:9](=[CH:10][CH:11]=[C:12]([O:17][CH3:18])[CH:13]=2)[CH:8]=1)[C:4]([OH:6])=O.[NH2:19][CH2:20][C:21]1[CH:28]=[CH:27][C:24]([C:25]#[N:26])=[CH:23][CH:22]=1. Given the product [C:20]([C:21]1[CH:28]=[CH:27][C:24]([CH2:25][NH:26][C:4](=[O:6])[CH:3]([O:2][CH3:1])[C:7]2[CH:16]=[CH:15][C:14]3[C:9](=[CH:10][CH:11]=[C:12]([O:17][CH3:18])[CH:13]=3)[CH:8]=2)=[CH:23][CH:22]=1)#[N:19], predict the reactants needed to synthesize it.